This data is from Full USPTO retrosynthesis dataset with 1.9M reactions from patents (1976-2016). The task is: Predict the reactants needed to synthesize the given product. (1) Given the product [CH3:7][N:6]([CH2:5][CH2:4][CH:3]([OH:8])[C:2]([F:10])([F:9])[F:1])[C:16](=[O:17])[O:15][C:11]([CH3:14])([CH3:13])[CH3:12], predict the reactants needed to synthesize it. The reactants are: [F:1][C:2]([F:10])([F:9])[CH:3]([OH:8])[CH2:4][CH2:5][NH:6][CH3:7].[C:11]([O:15][C:16](O[C:16]([O:15][C:11]([CH3:14])([CH3:13])[CH3:12])=[O:17])=[O:17])([CH3:14])([CH3:13])[CH3:12]. (2) Given the product [Cl:13][CH2:14][CH2:15][NH:16][C:17]([NH:1][C:2]1[C:11]2[C:6](=[CH:7][CH:8]=[CH:9][CH:10]=2)[N:5]=[C:4]([CH3:12])[CH:3]=1)=[O:18], predict the reactants needed to synthesize it. The reactants are: [NH2:1][C:2]1[C:11]2[C:6](=[CH:7][CH:8]=[CH:9][CH:10]=2)[N:5]=[C:4]([CH3:12])[CH:3]=1.[Cl:13][CH2:14][CH2:15][N:16]=[C:17]=[O:18].CO. (3) Given the product [C:44]([C@@H:40]1[CH2:41][CH2:42][CH2:43][N:39]1[C:37](=[O:38])[C@H:36]([NH:35][C:12]([C:5]1[C:6]2[C:11](=[CH:10][CH:9]=[CH:8][CH:7]=2)[N:2]=[CH:3][CH:4]=1)=[O:13])[CH3:46])#[N:45], predict the reactants needed to synthesize it. The reactants are: Cl.[N:2]1[C:11]2[C:6](=[CH:7][CH:8]=[CH:9][CH:10]=2)[C:5]([C:12](Cl)=[O:13])=[CH:4][CH:3]=1.CCN(C(C)C)C(C)C.CC1C=CC(S(O)(=O)=O)=CC=1.[NH2:35][C@H:36]([CH3:46])[C:37]([N:39]1[CH2:43][CH2:42][CH2:41][C@H:40]1[C:44]#[N:45])=[O:38]. (4) Given the product [C:28]([NH:32][S:33]([C:36]1[CH:41]=[CH:40][C:39]([C:2]2[S:6][C:5]([NH:7][C:8](=[O:14])[CH2:9][C:10]([OH:13])([CH3:12])[CH3:11])=[N:4][C:3]=2[CH2:15][CH:16]2[CH2:21][CH2:20][CH2:19][CH2:18][CH2:17]2)=[CH:38][C:37]=1[C:51]([F:54])([F:52])[F:53])(=[O:34])=[O:35])([CH3:31])([CH3:29])[CH3:30], predict the reactants needed to synthesize it. The reactants are: Br[C:2]1[S:6][C:5]([NH:7][C:8](=[O:14])[CH2:9][C:10]([OH:13])([CH3:12])[CH3:11])=[N:4][C:3]=1[CH2:15][CH:16]1[CH2:21][CH2:20][CH2:19][CH2:18][CH2:17]1.C([O-])([O-])=O.[Cs+].[Cs+].[C:28]([NH:32][S:33]([C:36]1[CH:41]=[CH:40][C:39](B2OC(C)(C)C(C)(C)O2)=[CH:38][C:37]=1[C:51]([F:54])([F:53])[F:52])(=[O:35])=[O:34])([CH3:31])([CH3:30])[CH3:29]. (5) Given the product [CH3:10][CH:9]1[CH:3]([CH3:2])[N:4]([C:26]2[N:35]=[CH:34][C:33]3[C:28](=[CH:29][CH:30]=[C:31]([F:36])[CH:32]=3)[N:27]=2)[CH2:5][CH2:6][N:7]([C:11](=[O:24])[C:12]2[CH:17]=[C:16]([CH3:18])[CH:15]=[CH:14][C:13]=2[N:19]2[N:23]=[CH:22][CH:21]=[N:20]2)[CH2:8]1, predict the reactants needed to synthesize it. The reactants are: Cl.[CH3:2][CH:3]1[CH:9]([CH3:10])[CH2:8][N:7]([C:11](=[O:24])[C:12]2[CH:17]=[C:16]([CH3:18])[CH:15]=[CH:14][C:13]=2[N:19]2[N:23]=[CH:22][CH:21]=[N:20]2)[CH2:6][CH2:5][NH:4]1.Cl[C:26]1[N:35]=[CH:34][C:33]2[C:28](=[CH:29][CH:30]=[C:31]([F:36])[CH:32]=2)[N:27]=1.C(N(CC)CC)C.C(=O)([O-])[O-].[K+].[K+]. (6) Given the product [CH2:64]([O:63][CH:55]([O:54][CH2:52][CH3:53])[CH2:56][N:57]([C:16](=[O:18])[C:15]1[CH:19]=[C:11]([CH2:10][C:3]2[C:2]([CH3:1])=[C:7]([CH3:8])[C:6](=[O:9])[NH:5][N:4]=2)[CH:12]=[CH:13][C:14]=1[F:20])[CH2:58][C:59]([O:61][CH3:62])=[O:60])[CH3:65], predict the reactants needed to synthesize it. The reactants are: [CH3:1][C:2]1[C:3]([CH2:10][C:11]2[CH:12]=[CH:13][C:14]([F:20])=[C:15]([CH:19]=2)[C:16]([OH:18])=O)=[N:4][NH:5][C:6](=[O:9])[C:7]=1[CH3:8].CN(C(ON1N=NC2C=CC=CC1=2)=[N+](C)C)C.[B-](F)(F)(F)F.CCN(C(C)C)C(C)C.[CH2:52]([O:54][CH:55]([O:63][CH2:64][CH3:65])[CH2:56][NH:57][CH2:58][C:59]([O:61][CH3:62])=[O:60])[CH3:53]. (7) The reactants are: [Cl:1][C:2]1[N:6]([CH3:7])[N:5]=[C:4]([CH3:8])[C:3]=1[C:9]([OH:11])=O.C1(P(C2C=CC=CC=2)C2C=CC=CC=2)C=CC=CC=1.ClN1C(=O)CCC1=O.[CH:39]1([CH2:42][N:43]2[C:51]3[N:50]=[C:49]([CH2:52][C:53]4[CH:58]=[CH:57][C:56]([NH:59][CH3:60])=[CH:55][CH:54]=4)[NH:48][C:47]=3[C:46](=[O:61])[N:45]([CH2:62][C:63]3[CH:68]=[CH:67][CH:66]=[CH:65][C:64]=3[F:69])[C:44]2=[O:70])[CH2:41][CH2:40]1.C(N(CC)CC)C. Given the product [CH:39]1([CH2:42][N:43]2[C:51]3[N:50]=[C:49]([CH2:52][C:53]4[CH:54]=[CH:55][C:56]([N:59]([CH3:60])[C:9]([C:3]5[C:4]([CH3:8])=[N:5][N:6]([CH3:7])[C:2]=5[Cl:1])=[O:11])=[CH:57][CH:58]=4)[NH:48][C:47]=3[C:46](=[O:61])[N:45]([CH2:62][C:63]3[CH:68]=[CH:67][CH:66]=[CH:65][C:64]=3[F:69])[C:44]2=[O:70])[CH2:41][CH2:40]1, predict the reactants needed to synthesize it. (8) Given the product [F:43][C:2]([F:1])([F:42])[C:3]1[CH:4]=[C:5]([CH:35]=[C:36]([C:38]([F:39])([F:40])[F:41])[CH:37]=1)[CH2:6][N:7]([CH2:23][C:24]1[CH:29]=[C:28]([C:30]([F:33])([F:32])[F:31])[CH:27]=[CH:26][C:25]=1[O:34][C:45]1[N:50]=[CH:49][CH:48]=[CH:47][N:46]=1)[C:8]1[N:9]=[CH:10][C:11]([O:14][CH2:15][CH2:16][CH2:17][C:18]([O:20][CH2:21][CH3:22])=[O:19])=[CH:12][N:13]=1, predict the reactants needed to synthesize it. The reactants are: [F:1][C:2]([F:43])([F:42])[C:3]1[CH:4]=[C:5]([CH:35]=[C:36]([C:38]([F:41])([F:40])[F:39])[CH:37]=1)[CH2:6][N:7]([CH2:23][C:24]1[CH:29]=[C:28]([C:30]([F:33])([F:32])[F:31])[CH:27]=[CH:26][C:25]=1[OH:34])[C:8]1[N:13]=[CH:12][C:11]([O:14][CH2:15][CH2:16][CH2:17][C:18]([O:20][CH2:21][CH3:22])=[O:19])=[CH:10][N:9]=1.Cl[C:45]1[N:50]=[CH:49][CH:48]=[CH:47][N:46]=1.C(=O)([O-])[O-].[K+].[K+].O.